Predict which catalyst facilitates the given reaction. From a dataset of Catalyst prediction with 721,799 reactions and 888 catalyst types from USPTO. (1) Reactant: [S:1]1[C:5]2[CH:6]=[CH:7][CH:8]=[CH:9][C:4]=2[N:3]=[C:2]1[C:10]1[C:11]([NH2:17])=[N:12][CH:13]=[C:14](Br)[CH:15]=1.[B:18]1([B:18]2[O:22][C:21]([CH3:24])([CH3:23])[C:20]([CH3:26])([CH3:25])[O:19]2)[O:22][C:21]([CH3:24])([CH3:23])[C:20]([CH3:26])([CH3:25])[O:19]1.C1(P(C2CCCCC2)C2CCCCC2)CCCCC1.CC([O-])=O.[K+]. Product: [S:1]1[C:5]2[CH:6]=[CH:7][CH:8]=[CH:9][C:4]=2[N:3]=[C:2]1[C:10]1[C:11]([NH2:17])=[N:12][CH:13]=[C:14]([B:18]2[O:22][C:21]([CH3:24])([CH3:23])[C:20]([CH3:26])([CH3:25])[O:19]2)[CH:15]=1. The catalyst class is: 110. (2) Reactant: [CH2:1]([O:5][C:6]1[N:14]=[C:13]2[C:9]([N:10]=[C:11]([OH:26])[N:12]2[CH2:15][C:16]2[CH:21]=[CH:20][CH:19]=[C:18]([C:22]([O:24]C)=[O:23])[CH:17]=2)=[C:8]([NH2:27])[N:7]=1)[CH2:2][CH2:3][CH3:4].Cl. Product: [CH2:1]([O:5][C:6]1[N:14]=[C:13]2[C:9]([N:10]=[C:11]([OH:26])[N:12]2[CH2:15][C:16]2[CH:21]=[CH:20][CH:19]=[C:18]([C:22]([OH:24])=[O:23])[CH:17]=2)=[C:8]([NH2:27])[N:7]=1)[CH2:2][CH2:3][CH3:4]. The catalyst class is: 74. (3) Reactant: [CH2:1]([S:8][C:9]1[CH:18]=[C:17]2[C:12]([C:13](Cl)=[N:14][CH:15]=[N:16]2)=[CH:11][CH:10]=1)[C:2]1[CH:7]=[CH:6][CH:5]=[CH:4][CH:3]=1.[Cl:20][C:21]1[CH:26]=[C:25](B(O)O)[C:24]([O:30][CH3:31])=[CH:23][C:22]=1[C:32]1[CH:37]=[CH:36][CH:35]=[C:34]([F:38])[CH:33]=1.C(=O)([O-])[O-].[K+].[K+].O1CCOCC1. Product: [CH2:1]([S:8][C:9]1[CH:18]=[C:17]2[C:12]([C:13]([C:25]3[C:24]([O:30][CH3:31])=[CH:23][C:22]([C:32]4[CH:37]=[CH:36][CH:35]=[C:34]([F:38])[CH:33]=4)=[C:21]([Cl:20])[CH:26]=3)=[N:14][CH:15]=[N:16]2)=[CH:11][CH:10]=1)[C:2]1[CH:7]=[CH:6][CH:5]=[CH:4][CH:3]=1. The catalyst class is: 103. (4) Reactant: [OH:1][C:2](=[C:6]1[C:11](=[O:12])[O:10][C:9]([CH3:14])([CH3:13])OC1=O)[CH:3]([CH3:5])[CH3:4].[C:16](O)(C)(C)C. Product: [CH3:5][CH:3]([CH3:4])[C:2](=[O:1])[CH2:6][C:11]([O:10][C:9]([CH3:13])([CH3:14])[CH3:16])=[O:12]. The catalyst class is: 48.